From a dataset of Peptide-MHC class I binding affinity with 185,985 pairs from IEDB/IMGT. Regression. Given a peptide amino acid sequence and an MHC pseudo amino acid sequence, predict their binding affinity value. This is MHC class I binding data. (1) The peptide sequence is TPTVPSGSF. The MHC is HLA-A02:01 with pseudo-sequence HLA-A02:01. The binding affinity (normalized) is 0.00711. (2) The binding affinity (normalized) is 0.122. The peptide sequence is CFTSLVWAPLILA. The MHC is HLA-B35:01 with pseudo-sequence HLA-B35:01. (3) The peptide sequence is NMDKAVKLY. The MHC is HLA-A02:12 with pseudo-sequence HLA-A02:12. The binding affinity (normalized) is 0.0847. (4) The peptide sequence is NWDWGVFFK. The MHC is HLA-B40:01 with pseudo-sequence HLA-B40:01. The binding affinity (normalized) is 0.0847.